This data is from Clinical trial toxicity outcomes and FDA approval status for drugs. The task is: Regression/Classification. Given a drug SMILES string, predict its toxicity properties. Task type varies by dataset: regression for continuous values (e.g., LD50, hERG inhibition percentage) or binary classification for toxic/non-toxic outcomes (e.g., AMES mutagenicity, cardiotoxicity, hepatotoxicity). Dataset: clintox. (1) The drug is [NH3+]CCCC(O)(P(=O)([O-])[O-])P(=O)([O-])[O-]. The result is 0 (passed clinical trial). (2) The molecule is Cc1cc2nc3c(=O)[nH]c(=O)nc-3n(C[C@H](O)[C@H](O)[C@H](O)COP(=O)([O-])[O-])c2cc1C. The result is 0 (passed clinical trial).